Dataset: Reaction yield outcomes from USPTO patents with 853,638 reactions. Task: Predict the reaction yield, written as a fraction of the theoretical maximum amount of product (1.0 means a 100% yield; for example, 0.34 means a 34% yield). (1) The reactants are Cl[CH2:2][C:3]1[C:12]2[C:7](=[CH:8][CH:9]=[C:10]([CH3:13])[CH:11]=2)[O:6][C:5](=[O:14])[CH:4]=1.[OH-:15].[Na+]. The catalyst is Cl. The product is [CH3:13][C:10]1[CH:9]=[CH:8][C:7]2[O:6][CH:2]=[C:3]([CH2:4][C:5]([OH:14])=[O:15])[C:12]=2[CH:11]=1. The yield is 0.940. (2) The reactants are [CH:1]1([C:4]([C:6]2[O:7][C:8]([C:11]3[CH:16]=[CH:15][CH:14]=[CH:13][N:12]=3)=[CH:9][N:10]=2)=[O:5])[CH2:3][CH2:2]1.[CH3:17][NH:18][CH2:19][CH2:20][C:21]1[CH:26]=[CH:25][CH:24]=[CH:23][CH:22]=1. The catalyst is C(Cl)Cl.Cl[Ti](Cl)(Cl)Cl. The product is [CH3:17][N:18]([CH2:19][CH2:20][C:21]1[CH:26]=[CH:25][CH:24]=[CH:23][CH:22]=1)[CH2:2][CH2:3][CH2:1][C:4]([C:6]1[O:7][C:8]([C:11]2[CH:16]=[CH:15][CH:14]=[CH:13][N:12]=2)=[CH:9][N:10]=1)=[O:5]. The yield is 0.280. (3) The reactants are C(O[C:4]([C:6]1(C)[C:12](=[O:13])[CH2:11][CH2:10][N:9]([C:14]([O:16][C:17]([CH3:20])([CH3:19])[CH3:18])=[O:15])[CH2:8][CH2:7]1)=O)C.[OH-].[K+]. The yield is 0.950. The product is [C:17]([O:16][C:14]([N:9]1[CH2:10][CH2:11][C:12](=[O:13])[CH:6]([CH3:4])[CH2:7][CH2:8]1)=[O:15])([CH3:20])([CH3:18])[CH3:19]. The catalyst is O1CCOCC1. (4) No catalyst specified. The reactants are [NH2:1][C:2]1[C:3]([O:18][CH3:19])=[CH:4][C:5]2[CH2:11][N:10]([CH2:12][CH:13]3[CH2:15][CH2:14]3)[CH2:9][C:8](=[O:16])[NH:7][C:6]=2[CH:17]=1.Cl[C:21]1[N:26]=[C:25]([NH:27][C@@H:28]2[CH2:33][CH2:32][CH2:31][CH2:30][C@H:29]2[NH:34][S:35]([CH3:38])(=[O:37])=[O:36])[C:24]([Cl:39])=[CH:23][N:22]=1. The yield is 0.380. The product is [Cl:39][C:24]1[C:25]([NH:27][C@@H:28]2[CH2:33][CH2:32][CH2:31][CH2:30][C@H:29]2[NH:34][S:35]([CH3:38])(=[O:37])=[O:36])=[N:26][C:21]([NH:1][C:2]2[C:3]([O:18][CH3:19])=[CH:4][C:5]3[CH2:11][N:10]([CH2:12][CH:13]4[CH2:14][CH2:15]4)[CH2:9][C:8](=[O:16])[NH:7][C:6]=3[CH:17]=2)=[N:22][CH:23]=1. (5) The reactants are [N:1]1[C:10]2[CH:9]([NH2:11])[CH2:8][CH2:7][CH2:6][C:5]=2[CH:4]=[CH:3][CH:2]=1.[CH:12]([C:14]1[CH:19]=[CH:18][C:17]([NH:20][S:21]([C:24]2[CH:29]=[CH:28][CH:27]=[CH:26][N:25]=2)(=[O:23])=[O:22])=[CH:16][CH:15]=1)=O.[BH-](OC(C)=O)(OC(C)=O)OC(C)=O.[Na+]. No catalyst specified. The product is [N:1]1[C:10]2[CH:9]([NH:11][CH2:12][C:14]3[CH:15]=[CH:16][C:17]([NH:20][S:21]([C:24]4[CH:29]=[CH:28][CH:27]=[CH:26][N:25]=4)(=[O:23])=[O:22])=[CH:18][CH:19]=3)[CH2:8][CH2:7][CH2:6][C:5]=2[CH:4]=[CH:3][CH:2]=1. The yield is 0.670.